From a dataset of Full USPTO retrosynthesis dataset with 1.9M reactions from patents (1976-2016). Predict the reactants needed to synthesize the given product. (1) Given the product [C:1]([NH:4][C:5]1[CH:6]=[C:7]([CH:11]=[CH:12][CH:13]=1)[C:8]([NH:18][C:19]1[CH:28]=[C:27]([C:29]2[C:38]3[C:33](=[CH:34][C:35]([O:44][CH3:45])=[C:36]4[O:41][C:40]([CH3:42])([CH3:43])[CH2:39][C:37]4=3)[CH2:32][C:31]([CH3:47])([CH3:46])[N:30]=2)[CH:26]=[CH:25][C:20]=1[C:21]([O:23][CH3:24])=[O:22])=[O:10])(=[O:3])[CH3:2], predict the reactants needed to synthesize it. The reactants are: [C:1]([NH:4][C:5]1[CH:6]=[C:7]([CH:11]=[CH:12][CH:13]=1)[C:8]([OH:10])=O)(=[O:3])[CH3:2].S(Cl)(Cl)=O.[NH2:18][C:19]1[CH:28]=[C:27]([C:29]2[C:38]3[C:33](=[CH:34][C:35]([O:44][CH3:45])=[C:36]4[O:41][C:40]([CH3:43])([CH3:42])[CH2:39][C:37]4=3)[CH2:32][C:31]([CH3:47])([CH3:46])[N:30]=2)[CH:26]=[CH:25][C:20]=1[C:21]([O:23][CH3:24])=[O:22].C(N(CC)CC)C.C(=O)([O-])O.[Na+]. (2) Given the product [CH2:1]([N:8]1[CH2:9][CH:10]([C:16]2[CH:21]=[CH:20][C:19]([F:22])=[CH:18][C:17]=2[CH3:23])[CH:11]([NH2:13])[CH2:12]1)[C:2]1[CH:7]=[CH:6][CH:5]=[CH:4][CH:3]=1, predict the reactants needed to synthesize it. The reactants are: [CH2:1]([N:8]1[CH2:12][CH:11]([N+:13]([O-])=O)[CH:10]([C:16]2[CH:21]=[CH:20][C:19]([F:22])=[CH:18][C:17]=2[CH3:23])[CH2:9]1)[C:2]1[CH:7]=[CH:6][CH:5]=[CH:4][CH:3]=1.O.O.Cl[Sn]Cl.C([O-])(O)=O.[Na+]. (3) Given the product [C:15]1([NH:14][C:4]2[N:3]=[C:2]([NH2:21])[N:7]=[C:6]([C:8]3[CH:13]=[CH:12][CH:11]=[CH:10][CH:9]=3)[N:5]=2)[CH:20]=[CH:19][CH:18]=[CH:17][CH:16]=1, predict the reactants needed to synthesize it. The reactants are: Cl[C:2]1[N:7]=[C:6]([C:8]2[CH:13]=[CH:12][CH:11]=[CH:10][CH:9]=2)[N:5]=[C:4]([NH:14][C:15]2[CH:20]=[CH:19][CH:18]=[CH:17][CH:16]=2)[N:3]=1.[NH3:21].O. (4) Given the product [NH2:8][CH:9]([CH2:14][C:15]1[CH:20]=[CH:19][C:18]([O:21][CH2:22][CH2:23][N:24]2[C:28]3[CH:29]=[CH:30][C:31]([C:33](=[N:40][O:41][CH3:42])[C:34]4[CH:39]=[CH:38][CH:37]=[CH:36][CH:35]=4)=[CH:32][C:27]=3[S:26][C:25]2=[O:43])=[CH:17][CH:16]=1)[C:10]([O:12][CH3:13])=[O:11], predict the reactants needed to synthesize it. The reactants are: C(OC([NH:8][CH:9]([CH2:14][C:15]1[CH:20]=[CH:19][C:18]([O:21][CH2:22][CH2:23][N:24]2[C:28]3[CH:29]=[CH:30][C:31]([C:33](=[N:40][O:41][CH3:42])[C:34]4[CH:39]=[CH:38][CH:37]=[CH:36][CH:35]=4)=[CH:32][C:27]=3[S:26][C:25]2=[O:43])=[CH:17][CH:16]=1)[C:10]([O:12][CH3:13])=[O:11])=O)(C)(C)C.C(O)(C(F)(F)F)=O. (5) Given the product [CH:1]1[CH:6]=[C:5]2[C:7]([N:9]([C@H:15]3[CH:20]4[CH2:21][CH2:22][N:17]([CH2:18][CH2:19]4)[CH2:16]3)[CH2:10][C@H:11]3[CH2:12][CH2:13][CH2:14][C:3](=[C:4]23)[CH:2]=1)=[O:8].[ClH:23], predict the reactants needed to synthesize it. The reactants are: [CH:1]1[CH:6]=[C:5]2[C:7]([N:9]([C@H:15]3[CH:20]4[CH2:21][CH2:22][N:17]([CH2:18][CH2:19]4)[CH2:16]3)[CH2:10][C@H:11]3[CH2:12][CH2:13][CH2:14][C:3](=[C:4]23)[CH:2]=1)=[O:8].[ClH:23].BrN1C(=O)CCC1=O. (6) Given the product [Br:1][C:2]1[CH:7]=[CH:6][C:5]([Cl:8])=[CH:4][C:3]=1[CH2:9][C:10]([NH2:20])=[O:12], predict the reactants needed to synthesize it. The reactants are: [Br:1][C:2]1[CH:7]=[CH:6][C:5]([Cl:8])=[CH:4][C:3]=1[CH2:9][C:10]([OH:12])=O.C(Cl)(=O)C(Cl)=O.C[N:20](C=O)C. (7) The reactants are: C1COCC1.C([O:9][CH:10]([CH:14]([C:16]1[CH:21]=[CH:20][CH:19]=[C:18]([C:22](=[O:42])[C:23](=[C:33]2[NH:37][C:36]3[CH:38]=[CH:39][CH:40]=[CH:41][C:35]=3[NH:34]2)[C:24]([C:26]2[CH:31]=[CH:30][CH:29]=[C:28]([F:32])[CH:27]=2)=[O:25])[CH:17]=1)[OH:15])[CH:11]([OH:13])[CH3:12])(=O)C.[OH-].[Na+].[Cl-].[NH4+]. Given the product [NH:34]1[C:35]2[CH:41]=[CH:40][CH:39]=[CH:38][C:36]=2[NH:37][C:33]1=[C:23]([C:22]([C:18]1[CH:19]=[CH:20][CH:21]=[C:16]([CH:14]([OH:15])[CH:10]([OH:9])[CH:11]([OH:13])[CH3:12])[CH:17]=1)=[O:42])[C:24]([C:26]1[CH:31]=[CH:30][CH:29]=[C:28]([F:32])[CH:27]=1)=[O:25], predict the reactants needed to synthesize it.